This data is from Full USPTO retrosynthesis dataset with 1.9M reactions from patents (1976-2016). The task is: Predict the reactants needed to synthesize the given product. (1) Given the product [CH3:8][O:9][C:10]1[C:19]2[C:14](=[C:15]([O:20][CH3:21])[CH:16]=[CH:17][CH:18]=2)[N:13]=[C:12]([C:22]([N:24]2[CH2:29][CH2:28][C:27]3([CH2:38][C:37](=[O:39])[C:36]4[C:31](=[CH:32][CH:33]=[C:34]([C:52]([O:48][CH2:41][C:42]5[CH:47]=[CH:46][CH:45]=[CH:44][CH:43]=5)=[O:53])[CH:35]=4)[O:30]3)[CH2:26][CH2:25]2)=[O:23])[CH:11]=1, predict the reactants needed to synthesize it. The reactants are: C(N(CC)CC)C.[CH3:8][O:9][C:10]1[C:19]2[C:14](=[C:15]([O:20][CH3:21])[CH:16]=[CH:17][CH:18]=2)[N:13]=[C:12]([C:22]([N:24]2[CH2:29][CH2:28][C:27]3([CH2:38][C:37](=[O:39])[C:36]4[C:31](=[CH:32][CH:33]=[C:34](Br)[CH:35]=4)[O:30]3)[CH2:26][CH2:25]2)=[O:23])[CH:11]=1.[CH2:41]([OH:48])[C:42]1[CH:47]=[CH:46][CH:45]=[CH:44][CH:43]=1.CN([CH:52]=[O:53])C. (2) Given the product [NH2:33][CH2:34][CH2:35][CH2:36][NH:37][C:3](=[O:2])[C:4]1[CH:9]=[CH:8][C:7]([CH2:10][N:11]([CH:19]([C:20]2[CH:25]=[CH:24][CH:23]=[CH:22][N:21]=2)[C:26]2[CH:31]=[CH:30][CH:29]=[CH:28][N:27]=2)[CH2:12][C:13]2[CH:18]=[CH:17][CH:16]=[CH:15][N:14]=2)=[N:6][CH:5]=1, predict the reactants needed to synthesize it. The reactants are: C[O:2][C:3](=O)[C:4]1[CH:9]=[CH:8][C:7]([CH2:10][N:11]([CH:19]([C:26]2[CH:31]=[CH:30][CH:29]=[CH:28][N:27]=2)[C:20]2[CH:25]=[CH:24][CH:23]=[CH:22][N:21]=2)[CH2:12][C:13]2[CH:18]=[CH:17][CH:16]=[CH:15][N:14]=2)=[N:6][CH:5]=1.[NH2:33][CH2:34][CH2:35][CH2:36][NH2:37].[C-]#N.[Na+].O. (3) Given the product [CH3:1][C:2]([CH3:11])([CH3:10])[CH2:3][O:4]/[CH:5]=[CH:6]/[C:7](=[CH2:8])[O:9][Si:25]([CH3:28])([CH3:27])[CH3:26], predict the reactants needed to synthesize it. The reactants are: [CH3:1][C:2]([CH3:11])([CH3:10])[CH2:3][O:4]/[CH:5]=[CH:6]/[C:7](=[O:9])[CH3:8].C(N(CC)CC)C.FC(F)(F)S(O[Si:25]([CH3:28])([CH3:27])[CH3:26])(=O)=O.C(=O)(O)[O-].[Na+]. (4) Given the product [Br:9][C:10]1[C:11]([CH3:20])=[C:12]2[C:16](=[CH:17][CH:18]=1)[CH:15]([O:19][Si:1]([C:4]([CH3:7])([CH3:6])[CH3:5])([CH3:3])[CH3:2])[O:14][CH2:13]2, predict the reactants needed to synthesize it. The reactants are: [Si:1](Cl)([C:4]([CH3:7])([CH3:6])[CH3:5])([CH3:3])[CH3:2].[Br:9][C:10]1[C:11]([CH3:20])=[C:12]2[C:16](=[CH:17][CH:18]=1)[CH:15]([OH:19])[O:14][CH2:13]2.N1C=CN=C1. (5) Given the product [F:1][C:2]1[C:3]([C:9]#[N:10])=[N:4][CH:5]=[C:6]([NH:22][C:13]2[C:14]([C:18]([F:19])([F:20])[F:21])=[CH:15][CH:16]=[CH:17][C:12]=2[F:11])[CH:7]=1, predict the reactants needed to synthesize it. The reactants are: [F:1][C:2]1[C:3]([C:9]#[N:10])=[N:4][CH:5]=[C:6](F)[CH:7]=1.[F:11][C:12]1[CH:17]=[CH:16][CH:15]=[C:14]([C:18]([F:21])([F:20])[F:19])[C:13]=1[NH2:22].O. (6) Given the product [CH:31]([O:34][C:35]1[CH:41]=[CH:40][C:38]([N:39]2[CH2:13][CH2:12][C:6]3([CH2:7][CH2:8][N:9]([S:25]([C:20]4[CH:21]=[CH:22][CH:23]=[CH:24][C:19]=4[O:18][C:17]([F:30])([F:29])[F:16])(=[O:27])=[O:26])[CH2:10][CH2:11]3)[C:4]2=[O:5])=[CH:37][CH:36]=1)([CH3:33])[CH3:32], predict the reactants needed to synthesize it. The reactants are: C(O[C:4]([C:6]1([CH2:12][CH2:13]OC)[CH2:11][CH2:10][NH:9][CH2:8][CH2:7]1)=[O:5])C.[F:16][C:17]([F:30])([F:29])[O:18][C:19]1[CH:24]=[CH:23][CH:22]=[CH:21][C:20]=1[S:25](Cl)(=[O:27])=[O:26].[CH:31]([O:34][C:35]1[CH:41]=[CH:40][C:38]([NH2:39])=[CH:37][CH:36]=1)([CH3:33])[CH3:32]. (7) Given the product [Br:15][C:5]1[C:4]([C:9]2[CH:14]=[CH:13][CH:12]=[CH:11][CH:10]=2)=[N:3][N:2]([CH3:1])[C:6]=1[CH:7]=[O:8], predict the reactants needed to synthesize it. The reactants are: [CH3:1][N:2]1[C:6]([CH2:7][OH:8])=[CH:5][C:4]([C:9]2[CH:14]=[CH:13][CH:12]=[CH:11][CH:10]=2)=[N:3]1.[Br:15]N1C(=O)CCC1=O. (8) The reactants are: Cl[C:2]1[C:11]2[N:12]=[CH:13][N:14]([CH2:15][CH:16]([CH3:18])[CH3:17])[C:10]=2[C:9]2[CH:8]=[CH:7][CH:6]=[CH:5][C:4]=2[N:3]=1. Given the product [CH2:10]([NH:14][C:2]1[C:11]2[N:12]=[CH:13][N:14]([CH2:15][CH:16]([CH3:18])[CH3:17])[C:10]=2[C:9]2[CH:8]=[CH:7][CH:6]=[CH:5][C:4]=2[N:3]=1)[C:9]1[CH:8]=[CH:7][CH:6]=[CH:5][CH:4]=1, predict the reactants needed to synthesize it. (9) Given the product [NH2:17][C:9]1[CH:8]=[C:7]([CH:12]=[C:11]([C:13]([F:14])([F:15])[F:16])[CH:10]=1)[C:6]([NH:5][CH2:4][CH2:3][O:2][CH3:1])=[O:20], predict the reactants needed to synthesize it. The reactants are: [CH3:1][O:2][CH2:3][CH2:4][NH:5][C:6](=[O:20])[C:7]1[CH:12]=[C:11]([C:13]([F:16])([F:15])[F:14])[CH:10]=[C:9]([N+:17]([O-])=O)[CH:8]=1.